Dataset: Forward reaction prediction with 1.9M reactions from USPTO patents (1976-2016). Task: Predict the product of the given reaction. (1) Given the reactants [CH2:1]([O:5][C:6]1[C:14]([CH:15]2[CH2:17][CH2:16]2)=[CH:13][C:9]([C:10]([OH:12])=O)=[C:8]([F:18])[CH:7]=1)[CH2:2][CH2:3][CH3:4].C(N1C=CN=C1)(N1C=CN=C1)=O.N12CCCN=C1CCCCC2.[CH:42]1([S:45]([NH2:48])(=[O:47])=[O:46])[CH2:44][CH2:43]1.Cl, predict the reaction product. The product is: [CH2:1]([O:5][C:6]1[C:14]([CH:15]2[CH2:17][CH2:16]2)=[CH:13][C:9]([C:10]([NH:48][S:45]([CH:42]2[CH2:44][CH2:43]2)(=[O:47])=[O:46])=[O:12])=[C:8]([F:18])[CH:7]=1)[CH2:2][CH2:3][CH3:4]. (2) The product is: [CH3:17][N:16]([CH3:18])[C:14](=[O:15])[CH2:13][N:4]1[CH:5]=[C:6]([N+:7]([O-:9])=[O:8])[C:2]([CH3:1])=[N:3]1. Given the reactants [CH3:1][C:2]1[C:6]([N+:7]([O-:9])=[O:8])=[CH:5][NH:4][N:3]=1.[H-].[Na+].Br[CH2:13][C:14]([N:16]([CH3:18])[CH3:17])=[O:15], predict the reaction product. (3) Given the reactants C([O:5][C:6](=[O:59])[CH2:7][N:8]([CH2:51][C:52](=[O:58])[O:53]C(C)(C)C)[CH:9]([CH2:39][CH2:40][CH2:41][C:42]1[CH:47]=[CH:46][C:45]([N+:48]([O-:50])=[O:49])=[CH:44][CH:43]=1)[CH2:10][N:11]([CH2:20][CH2:21][N:22]([CH2:31][C:32]([O:34]C(C)(C)C)=[O:33])[CH2:23][C:24](=[O:30])[O:25]C(C)(C)C)[CH2:12][C:13]([O:15]C(C)(C)C)=[O:14])(C)(C)C.Cl.CCOCC, predict the reaction product. The product is: [C:6]([CH2:7][N:8]([CH2:51][C:52]([OH:58])=[O:53])[CH:9]([CH2:39][CH2:40][CH2:41][C:42]1[CH:47]=[CH:46][C:45]([N+:48]([O-:50])=[O:49])=[CH:44][CH:43]=1)[CH2:10][N:11]([CH2:20][CH2:21][N:22]([CH2:31][C:32]([OH:34])=[O:33])[CH2:23][C:24]([OH:30])=[O:25])[CH2:12][C:13]([OH:15])=[O:14])([OH:59])=[O:5]. (4) Given the reactants [NH2:1][C:2]1[CH:3]=[CH:4][C:5]2[CH2:9][O:8][B:7]([OH:10])[C:6]=2[CH:11]=1.CCN(CC)CC.[S:19]1[CH:23]=[CH:22][CH:21]=[C:20]1[C:24](Cl)=[O:25], predict the reaction product. The product is: [OH:10][B:7]1[C:6]2[CH:11]=[C:2]([NH:1][C:24]([C:20]3[S:19][CH:23]=[CH:22][CH:21]=3)=[O:25])[CH:3]=[CH:4][C:5]=2[CH2:9][O:8]1. (5) Given the reactants [CH3:1][O:2][C:3]1[CH:10]=[CH:9][CH:8]=[CH:7][C:4]=1[CH:5]=[O:6].S([CH2:21][N+:22]#[C-:23])(C1C=CC(C)=CC=1)(=O)=O.C(=O)([O-])[O-].[K+].[K+], predict the reaction product. The product is: [CH3:1][O:2][C:3]1[CH:10]=[CH:9][CH:8]=[CH:7][C:4]=1[C:5]1[O:6][CH:23]=[N:22][CH:21]=1. (6) Given the reactants [OH-].[Na+].C[O:4][C:5](=[O:35])[CH:6]([S:8][CH2:9][C:10]1[CH:15]=[C:14]([C:16]2[CH:21]=[CH:20][CH:19]=[C:18]([C:22]3[C:27]4[O:28][C:29]5[CH:34]=[CH:33][CH:32]=[CH:31][C:30]=5[C:26]=4[CH:25]=[CH:24][CH:23]=3)[CH:17]=2)[CH:13]=[CH:12][CH:11]=1)[CH3:7].Cl, predict the reaction product. The product is: [CH:25]1[C:26]2[C:30]3[CH:31]=[CH:32][CH:33]=[CH:34][C:29]=3[O:28][C:27]=2[C:22]([C:18]2[CH:17]=[C:16]([CH:21]=[CH:20][CH:19]=2)[C:14]2[CH:13]=[CH:12][CH:11]=[C:10]([CH2:9][S:8][CH:6]([CH3:7])[C:5]([OH:35])=[O:4])[CH:15]=2)=[CH:23][CH:24]=1. (7) Given the reactants [NH3:1].C[O:3][C:4]([C@@H:6]1[O:10][C:9](=[O:11])[N:8]([C:12]2[CH:13]=[C:14]3[C:18](=[CH:19][CH:20]=2)[N:17]([CH:21]([CH3:23])[CH3:22])[C:16](=[O:24])[CH2:15]3)[CH2:7]1)=O, predict the reaction product. The product is: [CH:21]([N:17]1[C:18]2[C:14](=[CH:13][C:12]([N:8]3[CH2:7][C@H:6]([C:4]([NH2:1])=[O:3])[O:10][C:9]3=[O:11])=[CH:20][CH:19]=2)[CH2:15][C:16]1=[O:24])([CH3:22])[CH3:23]. (8) Given the reactants [CH2:1]([O:3][C:4]([C:6]1[C:7]2[CH2:13][NH:12][CH2:11][C:8]=2[NH:9][N:10]=1)=[O:5])[CH3:2].[CH:14]1([C:17](Cl)=[O:18])[CH2:16][CH2:15]1.C(N(C(C)C)CC)(C)C, predict the reaction product. The product is: [CH2:1]([O:3][C:4]([C:6]1[C:7]2[CH2:13][N:12]([C:17]([CH:14]3[CH2:16][CH2:15]3)=[O:18])[CH2:11][C:8]=2[NH:9][N:10]=1)=[O:5])[CH3:2].